This data is from Reaction yield outcomes from USPTO patents with 853,638 reactions. The task is: Predict the reaction yield, written as a fraction of the theoretical maximum amount of product (1.0 means a 100% yield; for example, 0.34 means a 34% yield). (1) The reactants are Cl[C:2]1[CH:3]=[C:4]([NH:10][C:11]2[N:16]=[CH:15][C:14]([N:17]3[CH2:22][CH2:21][N:20]([C:23]([O:25][C:26]([CH3:29])([CH3:28])[CH3:27])=[O:24])[CH2:19][C@@H:18]3[CH3:30])=[CH:13][CH:12]=2)[C:5]([O:8][CH3:9])=[N:6][CH:7]=1.C([O:34][CH2:35][C:36]1[C:37]([N:51]2[CH2:62][CH2:61][N:60]3[C:53](=[CH:54][C:55]4[CH2:56][C:57]([CH3:64])([CH3:63])[CH2:58][C:59]=43)[C:52]2=[O:65])=[N:38][CH:39]=[CH:40][C:41]=1B1OC(C)(C)C(C)(C)O1)(=O)C.C1CCC(P(C2CCCCC2)C2CCCCC2)CC1.C([O-])([O-])=O.[Cs+].[Cs+].O.[OH-].[Li+]. The catalyst is C1C=CC(/C=C/C(/C=C/C2C=CC=CC=2)=O)=CC=1.C1C=CC(/C=C/C(/C=C/C2C=CC=CC=2)=O)=CC=1.C1C=CC(/C=C/C(/C=C/C2C=CC=CC=2)=O)=CC=1.[Pd].[Pd].O.O1CCOCC1. The product is [CH3:63][C:57]1([CH3:64])[CH2:56][C:55]2[CH:54]=[C:53]3[N:60]([CH2:61][CH2:62][N:51]([C:37]4[C:36]([CH2:35][OH:34])=[C:41]([C:2]5[CH:3]=[C:4]([NH:10][C:11]6[N:16]=[CH:15][C:14]([N:17]7[CH2:22][CH2:21][N:20]([C:23]([O:25][C:26]([CH3:27])([CH3:29])[CH3:28])=[O:24])[CH2:19][C@@H:18]7[CH3:30])=[CH:13][CH:12]=6)[C:5]([O:8][CH3:9])=[N:6][CH:7]=5)[CH:40]=[CH:39][N:38]=4)[C:52]3=[O:65])[C:59]=2[CH2:58]1. The yield is 0.270. (2) The catalyst is CN(C)C=O.[Cu]I. The product is [I:12][C:2]1[CH:3]=[C:4]2[C:9](=[CH:10][CH:11]=1)[CH:8]=[N:7][CH:6]=[CH:5]2. The reactants are Br[C:2]1[CH:3]=[C:4]2[C:9](=[CH:10][CH:11]=1)[CH:8]=[N:7][CH:6]=[CH:5]2.[I-:12].[K+].ClCCl.C(OCC)C. The yield is 1.00. (3) The reactants are [CH3:1][O:2][C:3](=[O:13])[C:4]([CH3:12])([CH3:11])[CH2:5][O:6]S(C)(=O)=O.[Br:14][C:15]1[CH:20]=[CH:19][CH:18]=[CH:17][C:16]=1O.C([O-])([O-])=O.[Cs+].[Cs+]. The catalyst is C(#N)C. The product is [CH3:1][O:2][C:3](=[O:13])[C:4]([CH3:12])([CH3:11])[CH2:5][O:6][C:16]1[CH:17]=[CH:18][CH:19]=[CH:20][C:15]=1[Br:14]. The yield is 0.700. (4) The reactants are [OH:1][C:2]1[C:6]2[CH:7]=[N:8][CH:9]=[CH:10][C:5]=2[O:4][C:3]=1[C:11]([O:13][CH2:14][CH3:15])=[O:12].[F:16][C:17]1[CH:18]=[C:19]([N+:24]([O-:26])=[O:25])[CH:20]=[CH:21][C:22]=1F.C1OCCOCCOCCOCCOCCOC1.[H-].[K+].O.[Cl-].[Na+].O. The catalyst is CN(C=O)C. The product is [CH2:14]([O:13][C:11]([C:3]1[O:4][C:5]2[CH:10]=[CH:9][N:8]=[CH:7][C:6]=2[C:2]=1[O:1][C:22]1[CH:21]=[CH:20][C:19]([N+:24]([O-:26])=[O:25])=[CH:18][C:17]=1[F:16])=[O:12])[CH3:15]. The yield is 0.100. (5) The reactants are [C:1]1([S:7]([CH2:10][C:11]#[N:12])(=[O:9])=[O:8])[CH:6]=[CH:5][CH:4]=[CH:3][CH:2]=1.Br[CH2:14][C:15]1[C:16]([CH2:21]Br)=[CH:17][CH:18]=[CH:19][CH:20]=1. The catalyst is [Cl-].C([N+](CC)(CC)CC)C1C=CC=CC=1. The product is [C:1]1([S:7]([C:10]2([C:11]#[N:12])[CH2:21][C:16]3[C:15](=[CH:20][CH:19]=[CH:18][CH:17]=3)[CH2:14]2)(=[O:8])=[O:9])[CH:2]=[CH:3][CH:4]=[CH:5][CH:6]=1. The yield is 0.270. (6) The yield is 0.840. The catalyst is O1CCOCC1. The reactants are C(OC([N:8]1[CH2:17][CH2:16][C:15]2[C:10](=[CH:11][C:12]([NH:18][C:19]([C:21]3[CH:42]=[CH:41][C:24]([O:25][C:26]4[CH:35]=[C:34]5[C:29]([CH:30]([C:36]([OH:38])=[O:37])[CH2:31][CH2:32][O:33]5)=[CH:28][C:27]=4[C:39]#[N:40])=[CH:23][CH:22]=3)=[O:20])=[CH:13][CH:14]=2)[CH2:9]1)=O)(C)(C)C.[ClH:43]. The product is [ClH:43].[C:39]([C:27]1[CH:28]=[C:29]2[C:34](=[CH:35][C:26]=1[O:25][C:24]1[CH:23]=[CH:22][C:21]([C:19](=[O:20])[NH:18][C:12]3[CH:11]=[C:10]4[C:15]([CH2:16][CH2:17][NH:8][CH2:9]4)=[CH:14][CH:13]=3)=[CH:42][CH:41]=1)[O:33][CH2:32][CH2:31][CH:30]2[C:36]([OH:38])=[O:37])#[N:40].